This data is from Full USPTO retrosynthesis dataset with 1.9M reactions from patents (1976-2016). The task is: Predict the reactants needed to synthesize the given product. (1) Given the product [CH2:1]([C:3]1[C:7]([C:8]([O:10][CH3:11])=[O:9])=[CH:6][N:5]([C:18]2[CH:17]=[CH:16][CH:15]=[C:14]([O:13][CH3:12])[CH:19]=2)[N:4]=1)[CH3:2], predict the reactants needed to synthesize it. The reactants are: [CH2:1]([C:3]1[C:7]([C:8]([O:10][CH3:11])=[O:9])=[CH:6][NH:5][N:4]=1)[CH3:2].[CH3:12][O:13][C:14]1[CH:15]=[C:16](B(O)O)[CH:17]=[CH:18][CH:19]=1.N1C=CC=CC=1. (2) Given the product [Br:1][C:2]1[CH:3]=[CH:4][C:5]([Cl:9])=[C:6]([CH:7]=1)[O:8][C:11]1[N:15]([CH3:16])[N:14]=[C:13]([CH3:17])[C:12]=1[CH:18]=[O:19], predict the reactants needed to synthesize it. The reactants are: [Br:1][C:2]1[CH:3]=[CH:4][C:5]([Cl:9])=[C:6]([OH:8])[CH:7]=1.Cl[C:11]1[N:15]([CH3:16])[N:14]=[C:13]([CH3:17])[C:12]=1[CH:18]=[O:19].C(=O)([O-])[O-].[K+].[K+].O. (3) Given the product [Br:8][C:6]1[CH:7]=[C:2]([S:12]([Cl:11])(=[O:14])=[O:13])[C:3]([Cl:9])=[N:4][CH:5]=1, predict the reactants needed to synthesize it. The reactants are: N[C:2]1[C:3]([Cl:9])=[N:4][CH:5]=[C:6]([Br:8])[CH:7]=1.[Na].[ClH:11].[S:12](=[O:14])=[O:13].C(O)(=O)C.P([O-])([O-])(O)=O.[K+].[K+].[OH-].[Na+]. (4) Given the product [OH:15][CH2:14][C:13]1[CH:12]=[C:11]([N:10]2[C:5](=[O:7])[CH2:4][CH:2]([C:1]([OH:9])=[O:8])[CH2:3]2)[CH:18]=[CH:17][CH:16]=1, predict the reactants needed to synthesize it. The reactants are: [C:1]([OH:9])(=[O:8])[C:2]([CH2:4][C:5]([OH:7])=O)=[CH2:3].[NH2:10][C:11]1[CH:12]=[C:13]([CH:16]=[CH:17][CH:18]=1)[CH2:14][OH:15]. (5) Given the product [F:10][C:6]1[C:7]([F:9])=[CH:8][C:3]2[C:1]3[N:2]([N:23]=[C:17]([CH3:18])[N:20]=3)[C:12](=[O:16])[NH:11][C:4]=2[CH:5]=1, predict the reactants needed to synthesize it. The reactants are: [C:1]([C:3]1[CH:8]=[C:7]([F:9])[C:6]([F:10])=[CH:5][C:4]=1[NH:11][C:12](=[O:16])OCC)#[N:2].[C:17]([NH:20]N)(=O)[CH3:18].C[N:23]1CCCC1=O. (6) Given the product [NH2:1][C:2]1[N:3]([C:16]2[CH:17]=[C:18]([CH:23]=[CH:24][CH:25]=2)[C:19]([OH:21])=[O:20])[N:4]=[C:5]2[C:14]3[CH:13]=[CH:12][CH:11]=[CH:10][C:9]=3[NH:8][C:7](=[O:15])[C:6]=12, predict the reactants needed to synthesize it. The reactants are: [NH2:1][C:2]1[N:3]([C:16]2[CH:17]=[C:18]([CH:23]=[CH:24][CH:25]=2)[C:19]([O:21]C)=[O:20])[N:4]=[C:5]2[C:14]3[CH:13]=[CH:12][CH:11]=[CH:10][C:9]=3[NH:8][C:7](=[O:15])[C:6]=12.[OH-].[Na+].CO.Cl. (7) Given the product [Br:1][C:21]1[C:22]2[C:27]([C:14]([C:7]3[C:8]4[C:13](=[CH:12][CH:11]=[CH:10][CH:9]=4)[C:4]([CH3:3])=[CH:5][CH:6]=3)=[C:15]3[C:20]=1[CH:19]=[CH:18][CH:17]=[CH:16]3)=[CH:26][CH:25]=[CH:24][CH:23]=2, predict the reactants needed to synthesize it. The reactants are: [Br:1]Br.[CH3:3][C:4]1[C:13]2[C:8](=[CH:9][CH:10]=[CH:11][CH:12]=2)[C:7]([C:14]2[C:15]3[C:20]([CH:21]=[C:22]4[C:27]=2[CH:26]=[CH:25][CH:24]=[CH:23]4)=[CH:19][CH:18]=[CH:17][CH:16]=3)=[CH:6][CH:5]=1.S([O-])([O-])=O.[Na+].[Na+]. (8) Given the product [F:21][C:22]1[CH:27]=[C:26]([O:20][CH2:19][CH2:18][C@@H:16]2[CH2:17][C@@H:15]2[CH:12]2[CH2:13][CH2:14][N:9]([C:6]3[N:7]=[CH:8][C:3]([O:2][CH3:1])=[CH:4][N:5]=3)[CH2:10][CH2:11]2)[CH:25]=[CH:24][C:23]=1[CH2:29][C:30]([O:32][CH3:33])=[O:31], predict the reactants needed to synthesize it. The reactants are: [CH3:1][O:2][C:3]1[CH:4]=[N:5][C:6]([N:9]2[CH2:14][CH2:13][CH:12]([C@H:15]3[CH2:17][C@H:16]3[CH2:18][CH2:19][OH:20])[CH2:11][CH2:10]2)=[N:7][CH:8]=1.[F:21][C:22]1[CH:27]=[C:26](O)[CH:25]=[CH:24][C:23]=1[CH2:29][C:30]([O:32][CH3:33])=[O:31].C1(P(C2C=CC=CC=2)C2C=CC=CC=2)C=CC=CC=1.N(C(OC(C)C)=O)=NC(OC(C)C)=O. (9) Given the product [CH3:12][NH:13][C:14]([C:16]1[C:17](=[O:33])[C:18]([C:23]2[CH:28]=[CH:27][N:26]=[C:25]([C:29]([F:32])([F:31])[F:30])[CH:24]=2)=[C:19]([CH3:22])[N:20]([CH2:2][C:3]2[CH:10]=[CH:9][C:6]([C:7]#[N:8])=[C:5]([F:11])[CH:4]=2)[CH:21]=1)=[O:15], predict the reactants needed to synthesize it. The reactants are: Br[CH2:2][C:3]1[CH:10]=[CH:9][C:6]([C:7]#[N:8])=[C:5]([F:11])[CH:4]=1.[CH3:12][NH:13][C:14]([C:16]1[C:17](=[O:33])[C:18]([C:23]2[CH:28]=[CH:27][N:26]=[C:25]([C:29]([F:32])([F:31])[F:30])[CH:24]=2)=[C:19]([CH3:22])[NH:20][CH:21]=1)=[O:15].